Dataset: Reaction yield outcomes from USPTO patents with 853,638 reactions. Task: Predict the reaction yield, written as a fraction of the theoretical maximum amount of product (1.0 means a 100% yield; for example, 0.34 means a 34% yield). (1) The reactants are Cl.CN(C)CCCN=C=NCC.[C:13]([O:17][C:18]([NH:20][C@@H:21]([CH2:25][NH:26][C:27]1[CH:32]=[CH:31][CH:30]=[CH:29][C:28]=1[NH2:33])[C:22]([OH:24])=O)=[O:19])([CH3:16])([CH3:15])[CH3:14].C[CH2:35][O:36][C:37]([CH3:39])=[O:38]. The catalyst is CN(C=O)C. The product is [CH3:35][O:36][C:37](=[O:38])[CH2:39][N:33]1[C:28]2[CH:29]=[CH:30][CH:31]=[CH:32][C:27]=2[NH:26][CH2:25][C@H:21]([NH:20][C:18]([O:17][C:13]([CH3:14])([CH3:15])[CH3:16])=[O:19])[C:22]1=[O:24]. The yield is 0.710. (2) The reactants are [CH:1]([C:3]1[CH:4]=[CH:5][C:6]([OH:12])=[C:7]([CH:11]=1)[C:8]([OH:10])=[O:9])=O.[CH2:13]([N:20]1[C:24](=[O:25])[CH2:23][NH:22][C:21]1=[O:26])[C:14]1[CH:19]=[CH:18][CH:17]=[CH:16][CH:15]=1.NCCO.Cl. The catalyst is O. The product is [CH2:13]([N:20]1[C:24](=[O:25])/[C:23](=[CH:1]/[C:3]2[CH:4]=[CH:5][C:6]([OH:12])=[C:7]([CH:11]=2)[C:8]([OH:10])=[O:9])/[NH:22][C:21]1=[O:26])[C:14]1[CH:15]=[CH:16][CH:17]=[CH:18][CH:19]=1. The yield is 0.700. (3) The reactants are [Si:1]([O:8][CH2:9][CH:10]1[CH2:12][N@@:11]1[C:13]([O:15][C:16]([CH3:19])([CH3:18])[CH3:17])=[O:14])([C:4]([CH3:7])([CH3:6])[CH3:5])([CH3:3])[CH3:2].[C:20]1([OH:26])[CH:25]=[CH:24][CH:23]=[CH:22][CH:21]=1.C([O-])([O-])=O.[K+].[K+]. No catalyst specified. The product is [Si:1]([O:8][CH2:9][C@@H:10]([NH:11][C:13](=[O:14])[O:15][C:16]([CH3:17])([CH3:18])[CH3:19])[CH2:12][O:26][C:20]1[CH:25]=[CH:24][CH:23]=[CH:22][CH:21]=1)([C:4]([CH3:5])([CH3:6])[CH3:7])([CH3:2])[CH3:3]. The yield is 0.300.